Dataset: Reaction yield outcomes from USPTO patents with 853,638 reactions. Task: Predict the reaction yield, written as a fraction of the theoretical maximum amount of product (1.0 means a 100% yield; for example, 0.34 means a 34% yield). (1) The reactants are [Br:1][C:2]1[CH:3]=[C:4]([CH:8]=[CH:9][C:10]=1[C:11]([O:13][CH3:14])=[O:12])[C:5](O)=[O:6].[NH4+].[Cl-].C[N:18](C(ON1N=NC2C=CC=NC1=2)=[N+](C)C)C.F[P-](F)(F)(F)(F)F.CCN(C(C)C)C(C)C. The catalyst is C(Cl)Cl.O. The product is [Br:1][C:2]1[CH:3]=[C:4]([C:5](=[O:6])[NH2:18])[CH:8]=[CH:9][C:10]=1[C:11]([O:13][CH3:14])=[O:12]. The yield is 0.520. (2) The reactants are Br[C:2]1([F:20])[CH:19]=[CH:18][C:5]([C:6]([NH:8][CH:9]2[CH2:17][C:16]3[C:11](=[CH:12][CH:13]=[CH:14][CH:15]=3)[CH2:10]2)=[O:7])=[CH:4][CH2:3]1.[F:21][C:22]([F:33])([F:32])[C:23]1[CH:24]=[C:25](B(O)O)[CH:26]=[CH:27][CH:28]=1.O.O.O.O.O.O.O.O.[OH-].[Ba+2].[OH-].O. The catalyst is COCCOC. The product is [F:20][C:2]1[CH:19]=[CH:18][C:5]([C:6]([NH:8][CH:9]2[CH2:17][C:16]3[C:11](=[CH:12][CH:13]=[CH:14][C:15]=3[C:27]3[CH:26]=[CH:25][CH:24]=[C:23]([C:22]([F:33])([F:32])[F:21])[CH:28]=3)[CH2:10]2)=[O:7])=[CH:4][CH:3]=1. The yield is 0.450. (3) The reactants are [NH2:1][C:2]1[C:3]([C:17]([OH:19])=O)=[N:4][C:5]([C:9]2[C:14]([F:15])=[CH:13][CH:12]=[CH:11][C:10]=2[F:16])=[C:6]([F:8])[CH:7]=1.[NH2:20][C:21]1[C:22]([N:30]2[CH2:35][CH2:34][CH2:33][C@H:32]([NH:36]C(=O)OC(C)(C)C)[CH2:31]2)=[C:23]2[CH2:29][CH2:28][O:27][C:24]2=[N:25][CH:26]=1.CN(C(ON1N=NC2C=CC=NC1=2)=[N+](C)C)C.F[P-](F)(F)(F)(F)F.CCN(C(C)C)C(C)C. No catalyst specified. The product is [NH2:1][C:2]1[C:3]([C:17]([NH:20][C:21]2[C:22]([N:30]3[CH2:35][CH2:34][CH2:33][C@H:32]([NH2:36])[CH2:31]3)=[C:23]3[CH2:29][CH2:28][O:27][C:24]3=[N:25][CH:26]=2)=[O:19])=[N:4][C:5]([C:9]2[C:10]([F:16])=[CH:11][CH:12]=[CH:13][C:14]=2[F:15])=[C:6]([F:8])[CH:7]=1. The yield is 0.170. (4) The reactants are C[O:2][C:3](=[O:18])[CH2:4][O:5][C:6]1[CH:11]=[CH:10][C:9]([O:12][CH2:13][C:14]([O:16]C)=[O:15])=[CH:8][CH:7]=1.Cl. The catalyst is [OH-].[Na+]. The product is [C:14]([CH2:13][O:12][C:9]1[CH:10]=[CH:11][C:6]([O:5][CH2:4][C:3]([OH:18])=[O:2])=[CH:7][CH:8]=1)([OH:16])=[O:15]. The yield is 0.674.